Dataset: Forward reaction prediction with 1.9M reactions from USPTO patents (1976-2016). Task: Predict the product of the given reaction. (1) Given the reactants [CH2:1]([O:8][C:9](=[O:16])[C:10]([NH:12][C:13](=[O:15])[CH3:14])=[CH2:11])[C:2]1[CH:7]=[CH:6][CH:5]=[CH:4][CH:3]=1.CCN(CC)CC.Br[C:25]1[CH:31]=[CH:30][C:28]([NH2:29])=[C:27]([CH2:32][CH3:33])[CH:26]=1, predict the reaction product. The product is: [CH2:1]([O:8][C:9](=[O:16])[C:10]([NH:12][C:13](=[O:15])[CH3:14])=[CH:11][C:25]1[CH:31]=[CH:30][C:28]([NH2:29])=[C:27]([CH2:32][CH3:33])[CH:26]=1)[C:2]1[CH:7]=[CH:6][CH:5]=[CH:4][CH:3]=1. (2) Given the reactants [CH3:1][O:2][C:3]1[CH:8]=[CH:7][C:6]([C:9]2[S:13][C:12]([NH:14][C:15](=[O:17])[CH3:16])=[N:11][C:10]=2[CH3:18])=[CH:5][CH:4]=1.[Cl:19][S:20](O)(=[O:22])=[O:21], predict the reaction product. The product is: [C:15]([NH:14][C:12]1[S:13][C:9]([C:6]2[CH:5]=[CH:4][C:3]([O:2][CH3:1])=[C:8]([S:20]([Cl:19])(=[O:22])=[O:21])[CH:7]=2)=[C:10]([CH3:18])[N:11]=1)(=[O:17])[CH3:16]. (3) Given the reactants [NH2:1][C:2]1[N:7]=[C:6]([S:8]([NH:11][C:12]([C:14]2[C:15](Cl)=[N:16][C:17]([C:20]([CH3:23])([CH3:22])[CH3:21])=[CH:18][CH:19]=2)=[O:13])(=[O:10])=[O:9])[CH:5]=[CH:4][CH:3]=1.F[Cs].C([O-])([O-])=O.[K+].[K+].[CH3:33][C:34]1([CH3:45])[CH:38]([CH:39]2[CH2:44][CH2:43][O:42][CH2:41][CH2:40]2)[CH2:37][CH2:36][NH:35]1, predict the reaction product. The product is: [NH2:1][C:2]1[N:7]=[C:6]([S:8]([NH:11][C:12]([C:14]2[C:15]([N:35]3[CH2:36][CH2:37][CH:38]([CH:39]4[CH2:44][CH2:43][O:42][CH2:41][CH2:40]4)[C:34]3([CH3:45])[CH3:33])=[N:16][C:17]([C:20]([CH3:23])([CH3:22])[CH3:21])=[CH:18][CH:19]=2)=[O:13])(=[O:10])=[O:9])[CH:5]=[CH:4][CH:3]=1. (4) Given the reactants C1(O[C:8](=[O:27])[NH:9][C:10]2[CH:19]=[CH:18][C:17]([NH:20][C:21](=[O:26])[C:22]([F:25])([F:24])[F:23])=[C:16]3[C:11]=2[CH:12]=[CH:13][N:14]=[CH:15]3)C=CC=CC=1.Cl.[F:29][C:30]1[CH:31]=[C:32]([CH:38]=[C:39]([F:41])[CH:40]=1)[O:33][CH2:34][CH:35]([NH2:37])[CH3:36].CS(C)=[O:44].C(N(CC)C(C)C)(C)C, predict the reaction product. The product is: [F:23][C:22]([F:25])([F:24])[C:21]([OH:26])=[O:33].[OH:44][C:21]([C:22]([F:25])([F:24])[F:23])=[O:26].[F:29][C:30]1[CH:31]=[C:32]([CH:38]=[C:39]([F:41])[CH:40]=1)[O:33][CH2:34][CH:35]([NH:37][C:8]([NH:9][C:10]1[CH:19]=[CH:18][C:17]([NH:20][C:21](=[O:26])[C:22]([F:23])([F:24])[F:25])=[C:16]2[C:11]=1[CH:12]=[CH:13][N:14]=[CH:15]2)=[O:27])[CH3:36]. (5) Given the reactants [C:1]([C:3]1[CH:4]=[C:5]2[C:9](=[CH:10][CH:11]=1)[N:8]([C:12]1[CH:17]=[CH:16][CH:15]=[C:14]([C:18]#[C:19][C@:20]3([OH:27])[CH2:24][CH2:23][N:22]([CH3:25])[C:21]3=[O:26])[CH:13]=1)[N:7]=[C:6]2[C:28]([O:30]C)=O)#[N:2].[NH3:32], predict the reaction product. The product is: [C:1]([C:3]1[CH:4]=[C:5]2[C:9](=[CH:10][CH:11]=1)[N:8]([C:12]1[CH:17]=[CH:16][CH:15]=[C:14]([C:18]#[C:19][C@:20]3([OH:27])[CH2:24][CH2:23][N:22]([CH3:25])[C:21]3=[O:26])[CH:13]=1)[N:7]=[C:6]2[C:28]([NH2:32])=[O:30])#[N:2]. (6) The product is: [Cl:42][C:22]1[C:23]([CH:25]([S:34][C:35]2[CH:40]=[CH:39][C:38]([Cl:41])=[CH:37][CH:36]=2)[C:26]2[CH:31]=[C:30]([F:32])[CH:29]=[CH:28][C:27]=2[F:33])=[CH:24][C:19]([NH:10][CH2:9][CH2:8][C:7]([O:6][C:2]([CH3:5])([CH3:4])[CH3:3])=[O:11])=[N:20][CH:21]=1. Given the reactants Cl.[C:2]([O:6][C:7](=[O:11])[CH2:8][CH2:9][NH2:10])([CH3:5])([CH3:4])[CH3:3].O1CCOCC1.Cl[C:19]1[CH:24]=[C:23]([CH:25]([S:34][C:35]2[CH:40]=[CH:39][C:38]([Cl:41])=[CH:37][CH:36]=2)[C:26]2[CH:31]=[C:30]([F:32])[CH:29]=[CH:28][C:27]=2[F:33])[C:22]([Cl:42])=[CH:21][N:20]=1, predict the reaction product. (7) The product is: [N-:41]([S:42]([C:45]([F:48])([F:46])[F:47])(=[O:44])=[O:43])[S:49]([C:52]([F:55])([F:54])[F:53])(=[O:51])=[O:50].[CH2:2]([N+:18]1[CH:22]=[CH:21][N:20]([CH2:23][C:24]2[CH:29]=[CH:28][C:27]([C:30]3[O:31][C:32]([C:35]4[CH:40]=[CH:39][CH:38]=[CH:37][CH:36]=4)=[CH:33][N:34]=3)=[CH:26][CH:25]=2)[CH:19]=1)[CH2:3][CH2:4][CH2:5][CH2:6][CH2:7][CH2:8][CH2:9][CH2:10][CH2:11][CH2:12][CH2:13][CH2:14][CH2:15][CH2:16][CH3:17]. Given the reactants [Br-].[CH2:2]([N+:18]1[CH:22]=[CH:21][N:20]([CH2:23][C:24]2[CH:29]=[CH:28][C:27]([C:30]3[O:31][C:32]([C:35]4[CH:40]=[CH:39][CH:38]=[CH:37][CH:36]=4)=[CH:33][N:34]=3)=[CH:26][CH:25]=2)[CH:19]=1)[CH2:3][CH2:4][CH2:5][CH2:6][CH2:7][CH2:8][CH2:9][CH2:10][CH2:11][CH2:12][CH2:13][CH2:14][CH2:15][CH2:16][CH3:17].[N-:41]([S:49]([C:52]([F:55])([F:54])[F:53])(=[O:51])=[O:50])[S:42]([C:45]([F:48])([F:47])[F:46])(=[O:44])=[O:43].[Li+], predict the reaction product. (8) Given the reactants [N:1]([CH2:4][CH2:5][CH2:6][Si:7]([CH2:16][C:17](=[CH2:19])[CH3:18])([CH2:12][C:13](=[CH2:15])[CH3:14])[CH2:8][C:9](=[CH2:11])[CH3:10])=[N+]=[N-].C1(P(C2C=CC=CC=2)C2C=CC=CC=2)C=CC=CC=1.[NH4+].[OH-], predict the reaction product. The product is: [NH2:1][CH2:4][CH2:5][CH2:6][Si:7]([CH2:16][C:17](=[CH2:18])[CH3:19])([CH2:8][C:9](=[CH2:10])[CH3:11])[CH2:12][C:13](=[CH2:14])[CH3:15]. (9) Given the reactants [NH2:1][C:2]1[N:6]([C:7]2[CH:8]=[C:9]([NH:13][C:14](=[O:20])[O:15][C:16]([CH3:19])([CH3:18])[CH3:17])[CH:10]=[CH:11][CH:12]=2)[C:5]2[CH:21]=[CH:22][C:23]([CH3:25])=[CH:24][C:4]=2[N:3]=1.[F:26][C:27]1[CH:35]=[CH:34][C:30]([C:31](O)=[O:32])=[CH:29][CH:28]=1.CN(C(ON1N=NC2C=CC=NC1=2)=[N+](C)C)C.F[P-](F)(F)(F)(F)F.CCN(C(C)C)C(C)C, predict the reaction product. The product is: [F:26][C:27]1[CH:35]=[CH:34][C:30]([C:31]([NH:1][C:2]2[N:6]([C:7]3[CH:8]=[C:9]([NH:13][C:14](=[O:20])[O:15][C:16]([CH3:19])([CH3:18])[CH3:17])[CH:10]=[CH:11][CH:12]=3)[C:5]3[CH:21]=[CH:22][C:23]([CH3:25])=[CH:24][C:4]=3[N:3]=2)=[O:32])=[CH:29][CH:28]=1.